From a dataset of Forward reaction prediction with 1.9M reactions from USPTO patents (1976-2016). Predict the product of the given reaction. (1) Given the reactants [CH3:1][C:2]1[CH:7]=[CH:6][N:5]=[C:4]([N:8]2[CH2:13][CH2:12][NH:11][CH2:10][CH2:9]2)[CH:3]=1.C(N(CC)CC)C.[CH3:21][S:22](Cl)(=[O:24])=[O:23].C(=O)(O)[O-].[Na+], predict the reaction product. The product is: [CH3:1][C:2]1[CH:7]=[CH:6][N:5]=[C:4]([N:8]2[CH2:13][CH2:12][N:11]([S:22]([CH3:21])(=[O:24])=[O:23])[CH2:10][CH2:9]2)[CH:3]=1. (2) Given the reactants [Cl:1][C:2]1[C:3]([C:9]([OH:11])=[O:10])=[N:4][C:5]([Cl:8])=[CH:6][CH:7]=1.[CH2:12](O)[CH3:13], predict the reaction product. The product is: [Cl:1][C:2]1[C:3]([C:9]([O:11][CH2:12][CH3:13])=[O:10])=[N:4][C:5]([Cl:8])=[CH:6][CH:7]=1. (3) Given the reactants [F:1][C:2]1[CH:7]=[CH:6][C:5]([CH:8]([CH3:13])[C:9]([O:11][CH3:12])=[O:10])=[CH:4][C:3]=1[N+:14]([O-])=O, predict the reaction product. The product is: [NH2:14][C:3]1[CH:4]=[C:5]([CH:8]([CH3:13])[C:9]([O:11][CH3:12])=[O:10])[CH:6]=[CH:7][C:2]=1[F:1]. (4) Given the reactants N#N.Br[C:4]1[C:13]2[C:8](=[CH:9][CH:10]=[CH:11][CH:12]=2)[C:7]([F:14])=[CH:6][CH:5]=1.C([Li])CCC.[B:20](OCC)([O:24]CC)[O:21]CC, predict the reaction product. The product is: [F:14][C:7]1[C:8]2[C:13](=[CH:12][CH:11]=[CH:10][CH:9]=2)[C:4]([B:20]([OH:24])[OH:21])=[CH:5][CH:6]=1. (5) Given the reactants [Cl:1][C:2]1[CH:7]=[C:6]([F:8])[CH:5]=[CH:4][C:3]=1[OH:9].F[C:11]1[CH:18]=[CH:17][CH:16]=[C:15]([C:19]([F:22])([F:21])[F:20])[C:12]=1[CH:13]=[O:14].C([O-])([O-])=O.[Cs+].[Cs+].O, predict the reaction product. The product is: [Cl:1][C:2]1[CH:7]=[C:6]([F:8])[CH:5]=[CH:4][C:3]=1[O:9][C:11]1[CH:18]=[CH:17][CH:16]=[C:15]([C:19]([F:20])([F:22])[F:21])[C:12]=1[CH:13]=[O:14]. (6) Given the reactants [N:1]1([C:5]2[C:10]3=[C:11]([C:15]4[CH:16]=[N:17][N:18]([CH3:20])[CH:19]=4)[N:12]=[C:13]([CH3:14])[N:9]3[N:8]=[CH:7][N:6]=2)[CH2:4][CH2:3][CH2:2]1.Br[C:22]1[CH:27]=[CH:26][C:25]([Cl:28])=[CH:24][CH:23]=1.C(=O)([O-])[O-].[K+].[K+], predict the reaction product. The product is: [N:1]1([C:5]2[C:10]3=[C:11]([C:15]4[CH:16]=[N:17][N:18]([CH3:20])[C:19]=4[C:22]4[CH:27]=[CH:26][C:25]([Cl:28])=[CH:24][CH:23]=4)[N:12]=[C:13]([CH3:14])[N:9]3[N:8]=[CH:7][N:6]=2)[CH2:4][CH2:3][CH2:2]1. (7) Given the reactants [F:1][C:2]([F:25])([C:21]([F:24])([F:23])[F:22])[C:3](=O)[CH:4]=[CH:5][C:6]1[CH:11]=[CH:10][C:9]([C:12]2[CH:17]=[CH:16][CH:15]=[C:14]([S:18][CH3:19])[CH:13]=2)=[CH:8][CH:7]=1.Cl.[Cl:27][C:28]1[CH:33]=[CH:32][CH:31]=[CH:30][C:29]=1[NH:34][NH2:35].Cl, predict the reaction product. The product is: [Cl:27][C:28]1[CH:33]=[CH:32][CH:31]=[CH:30][C:29]=1[N:34]1[CH:5]([C:6]2[CH:11]=[CH:10][C:9]([C:12]3[CH:17]=[CH:16][CH:15]=[C:14]([S:18][CH3:19])[CH:13]=3)=[CH:8][CH:7]=2)[CH2:4][C:3]([C:2]([F:25])([F:1])[C:21]([F:24])([F:23])[F:22])=[N:35]1.